Predict the product of the given reaction. From a dataset of Forward reaction prediction with 1.9M reactions from USPTO patents (1976-2016). (1) Given the reactants C(NC(C)C)(C)C.C([Li])CCC.[Br:13][C:14]1[CH:15]=[C:16]2[C:21](=[CH:22][C:23]=1[O:24][CH3:25])[O:20][CH2:19][CH2:18][C:17]2=[O:26].[C:27](OCC)(=[O:33])[C:28]([O:30][CH2:31][CH3:32])=[O:29], predict the reaction product. The product is: [CH2:31]([O:30][C:28](=[O:29])[C:27](=[C:18]1[C:17](=[O:26])[C:16]2[C:21](=[CH:22][C:23]([O:24][CH3:25])=[C:14]([Br:13])[CH:15]=2)[O:20][CH2:19]1)[OH:33])[CH3:32]. (2) Given the reactants Cl[C:2]1[CH:7]=[C:6]([O:8][CH:9]([C:14]2[CH:19]=[CH:18][C:17]([CH3:20])=[CH:16][CH:15]=2)[C:10]([F:13])([F:12])[F:11])[N:5]=[C:4]([NH2:21])[N:3]=1.B([C:25]1[CH:36]=[CH:35][C:28]([CH2:29][C@@H:30]([C:32]([OH:34])=[O:33])[NH2:31])=[CH:27][CH:26]=1)(O)O.C(#N)C.C(=O)([O-])[O-].[Na+].[Na+], predict the reaction product. The product is: [NH2:31][CH:30]([CH2:29][C:28]1[CH:35]=[CH:36][C:25]([C:2]2[CH:7]=[C:6]([O:8][CH:9]([C:14]3[CH:19]=[CH:18][C:17]([CH3:20])=[CH:16][CH:15]=3)[C:10]([F:13])([F:12])[F:11])[N:5]=[C:4]([NH2:21])[N:3]=2)=[CH:26][CH:27]=1)[C:32]([OH:34])=[O:33].